This data is from Forward reaction prediction with 1.9M reactions from USPTO patents (1976-2016). The task is: Predict the product of the given reaction. (1) Given the reactants Cl[C:2]1[C:11]2[C:6](=[CH:7][CH:8]=[C:9]([S:12][C:13]3[N:17]4[CH:18]=[C:19]([C:22]5[CH:23]=[N:24][N:25]([CH3:27])[CH:26]=5)[CH:20]=[CH:21][C:16]4=[N:15][N:14]=3)[CH:10]=2)[N:5]=[CH:4][C:3]=1[C:28]1[CH:29]=[N:30][N:31]([CH3:33])[CH:32]=1.[CH3:34][O-:35].[Na+], predict the reaction product. The product is: [CH3:34][O:35][C:2]1[C:11]2[C:6](=[CH:7][CH:8]=[C:9]([S:12][C:13]3[N:17]4[CH:18]=[C:19]([C:22]5[CH:23]=[N:24][N:25]([CH3:27])[CH:26]=5)[CH:20]=[CH:21][C:16]4=[N:15][N:14]=3)[CH:10]=2)[N:5]=[CH:4][C:3]=1[C:28]1[CH:29]=[N:30][N:31]([CH3:33])[CH:32]=1. (2) Given the reactants [N:1]([C@@H:4]1[C@H:9]([NH:10][C:11]([C:13]2[NH:14][C:15]([CH3:20])=[C:16]([Cl:19])[C:17]=2[Cl:18])=[O:12])[CH2:8][CH2:7][N:6]([C:21]([O:23][CH2:24][C:25]2[CH:30]=[CH:29][CH:28]=[CH:27][CH:26]=2)=[O:22])[CH2:5]1)=[N+:2]=[N-:3].[Br:31][CH:32](Cl)[CH2:33]S(Cl)(=O)=O, predict the reaction product. The product is: [Br:31][C:32]1[N:3]=[N:2][N:1]([C@@H:4]2[C@H:9]([NH:10][C:11]([C:13]3[NH:14][C:15]([CH3:20])=[C:16]([Cl:19])[C:17]=3[Cl:18])=[O:12])[CH2:8][CH2:7][N:6]([C:21]([O:23][CH2:24][C:25]3[CH:30]=[CH:29][CH:28]=[CH:27][CH:26]=3)=[O:22])[CH2:5]2)[CH:33]=1.